From a dataset of Full USPTO retrosynthesis dataset with 1.9M reactions from patents (1976-2016). Predict the reactants needed to synthesize the given product. (1) Given the product [N:25]1([C:28]2[CH:29]=[CH:30][C:31]3[O:35][C:34]([C:36]([NH2:38])=[O:37])=[CH:33][C:32]=3[CH:39]=2)[CH2:24][CH2:23][NH:22][CH2:27][CH2:26]1, predict the reactants needed to synthesize it. The reactants are: Br.OC1C=CC(C(O)=O)=CC=1.S([N:22]1[CH2:27][CH2:26][N:25]([C:28]2[CH:29]=[CH:30][C:31]3[O:35][C:34]([C:36]([NH2:38])=[O:37])=[CH:33][C:32]=3[CH:39]=2)[CH2:24][CH2:23]1)(C1C=CC(C)=CC=1)(=O)=O.O. (2) The reactants are: [N:1]1[CH:2]=[N:3][N:4]2[CH:9]=[C:8]([CH:10]=O)[CH:7]=[CH:6][C:5]=12.C1(OP([CH:28](NC2C=CC=CC=2)[C:29]2[CH:34]=[CH:33][N:32]=[C:31]([CH3:35])[N:30]=2)(=O)OC2C=CC=CC=2)C=CC=CC=1.C([O-])([O-])=[O:44].[Cs+].[Cs+].Cl. Given the product [CH3:35][C:31]1[N:30]=[C:29]([C:28](=[O:44])[CH2:10][C:8]2[CH:7]=[CH:6][C:5]3[N:4]([N:3]=[CH:2][N:1]=3)[CH:9]=2)[CH:34]=[CH:33][N:32]=1, predict the reactants needed to synthesize it.